Dataset: Forward reaction prediction with 1.9M reactions from USPTO patents (1976-2016). Task: Predict the product of the given reaction. (1) The product is: [CH2:16]([N:13]([CH2:14][CH3:15])[S:10]([C:4]1[CH:5]=[CH:6][C:7]([O:8][CH3:9])=[C:2]([N:1]=[C:32]=[S:33])[CH:3]=1)(=[O:12])=[O:11])[CH3:17]. Given the reactants [NH2:1][C:2]1[CH:3]=[C:4]([S:10]([N:13]([CH2:16][CH3:17])[CH2:14][CH3:15])(=[O:12])=[O:11])[CH:5]=[CH:6][C:7]=1[O:8][CH3:9].C(OC1C=CC(C(N)=O)=CC=1N=[C:32]=[S:33])(C)C, predict the reaction product. (2) Given the reactants [OH:1][C:2]1[CH:7]=[CH:6][C:5]([C:8](=O)[CH2:9][CH2:10][C:11]([C:13]2[CH:21]=[CH:20][C:16]([C:17]([OH:19])=[O:18])=[CH:15][CH:14]=2)=O)=[CH:4][CH:3]=1.C1(C)C=CC(S(O)(=O)=O)=CC=1.[NH3:34], predict the reaction product. The product is: [OH:1][C:2]1[CH:7]=[CH:6][C:5]([C:8]2[NH:34][C:11]([C:13]3[CH:21]=[CH:20][C:16]([C:17]([OH:19])=[O:18])=[CH:15][CH:14]=3)=[CH:10][CH:9]=2)=[CH:4][CH:3]=1. (3) Given the reactants [CH3:1][CH2:2][N:3]1[C:9]2[N:10]=[C:11]([N:14]3[CH2:19][CH2:18][NH:17][CH2:16][CH2:15]3)[N:12]=[CH:13][C:8]=2[C:6](=[O:7])[C:5]([C:20]([OH:22])=[O:21])=[CH:4]1.[Cl:23][C:24]1[CH:25]=[C:26]([N:30]=[C:31]=[S:32])[CH:27]=[CH:28][CH:29]=1.C(N(CC)CC)C, predict the reaction product. The product is: [Cl:23][C:24]1[CH:25]=[C:26]([NH:30][C:31]([N:17]2[CH2:18][CH2:19][N:14]([C:11]3[N:12]=[CH:13][C:8]4[C:6](=[O:7])[C:5]([C:20]([OH:22])=[O:21])=[CH:4][N:3]([CH2:2][CH3:1])[C:9]=4[N:10]=3)[CH2:15][CH2:16]2)=[S:32])[CH:27]=[CH:28][CH:29]=1. (4) Given the reactants [C:1](Cl)(=[O:8])[C:2]1[CH:7]=[CH:6][CH:5]=[CH:4][CH:3]=1.[Cl:10][C:11]1[CH:16]=[CH:15][C:14]([S:17][CH:18]([C:23]2[CH:28]=[C:27]([F:29])[CH:26]=[CH:25][C:24]=2[F:30])[CH:19]([CH3:22])[CH2:20][OH:21])=[CH:13][CH:12]=1, predict the reaction product. The product is: [C:1]([O:21][CH2:20][CH:19]([CH3:22])[CH:18]([S:17][C:14]1[CH:13]=[CH:12][C:11]([Cl:10])=[CH:16][CH:15]=1)[C:23]1[CH:28]=[C:27]([F:29])[CH:26]=[CH:25][C:24]=1[F:30])(=[O:8])[C:2]1[CH:7]=[CH:6][CH:5]=[CH:4][CH:3]=1. (5) Given the reactants [C:1]1(C2C=CC=CC=2)[C:2]([C:7]([CH2:9][CH2:10][C:11]2[C:16]3[NH:17][C:18](=[O:20])[O:19][C:15]=3[CH:14]=[C:13]([C:21]#[N:22])[CH:12]=2)=[O:8])=[CH:3][CH:4]=[CH:5][CH:6]=1.C(N)(=N)[C:30]1[CH:35]=[CH:34][CH:33]=[CH:32][CH:31]=1.C(=O)([O-])[O-].[NH4+:42].[NH4+], predict the reaction product. The product is: [C:5]1([C:30]2[CH:35]=[CH:34][CH:33]=[CH:32][CH:31]=2)[CH:4]=[CH:3][C:2]([C:7]([CH2:9][CH2:10][C:11]2[C:16]3[NH:17][C:18](=[O:20])[O:19][C:15]=3[CH:14]=[C:13]([C:21](=[NH:22])[NH2:42])[CH:12]=2)=[O:8])=[CH:1][CH:6]=1. (6) Given the reactants [NH:1]1[C:9]2[C:4](=[CH:5][CH:6]=[CH:7][CH:8]=2)[C:3]([CH2:10][CH:11]=[CH:12][CH:13]2[CH2:18][CH2:17][C:16]([N:25]([CH3:27])[CH3:26])([C:19]3[CH:24]=[CH:23][CH:22]=[CH:21][CH:20]=3)[CH2:15][CH2:14]2)=[CH:2]1.[Cl:28][Si](C)(C)C.C(OCC)C.Cl, predict the reaction product. The product is: [ClH:28].[NH:1]1[C:9]2[C:4](=[CH:5][CH:6]=[CH:7][CH:8]=2)[C:3]([CH2:10][CH:11]=[CH:12][CH:13]2[CH2:18][CH2:17][C:16]([N:25]([CH3:27])[CH3:26])([C:19]3[CH:24]=[CH:23][CH:22]=[CH:21][CH:20]=3)[CH2:15][CH2:14]2)=[CH:2]1. (7) Given the reactants C1(C(C2C=CC=CC=2)([C@H]2CCCN2)O)C=CC=CC=1.O1CCCC1.B(OC)(OC)OC.[Br:32][C:33]1[C:38](=[O:39])[CH2:37][N:36]([C:40]([O:42][C:43]([CH3:46])([CH3:45])[CH3:44])=[O:41])[CH2:35][CH:34]=1, predict the reaction product. The product is: [Br:32][C:33]1[C@@H:38]([OH:39])[CH2:37][N:36]([C:40]([O:42][C:43]([CH3:46])([CH3:45])[CH3:44])=[O:41])[CH2:35][CH:34]=1. (8) Given the reactants [Cl:1][CH2:2][C:3]1[CH:4]=[C:5](C2C=CN=C(OCC)C=2)[C:6]([O:9][CH3:10])=[N:7][CH:8]=1.[F:20][CH:21]([F:38])[O:22][C:23]1[CH:28]=[C:27](B2OC(C)(C)C(C)(C)O2)[CH:26]=[CH:25][N:24]=1.BrC1C=C(CO)C=NC=1OC, predict the reaction product. The product is: [Cl:1][CH2:2][C:3]1[CH:4]=[C:5]([C:27]2[CH:26]=[CH:25][N:24]=[C:23]([O:22][CH:21]([F:20])[F:38])[CH:28]=2)[C:6]([O:9][CH3:10])=[N:7][CH:8]=1. (9) Given the reactants [CH2:1]([N:3]1[C:7]2=[N:8][C:9]([CH2:29][CH3:30])=[C:10]([CH2:19][NH:20][C:21]([C:23]3([C:26](O)=[O:27])[CH2:25][CH2:24]3)=[O:22])[C:11]([NH:12][CH:13]3[CH2:18][CH2:17][O:16][CH2:15][CH2:14]3)=[C:6]2[CH:5]=[N:4]1)[CH3:2].C[N:32](C(ON1N=NC2C=CC=CC1=2)=[N+](C)C)C.F[P-](F)(F)(F)(F)F.CCN(CC)CC.[Br:62][C:63]1[CH:64]=[C:65]([CH2:71]N)[CH:66]=[CH:67][C:68]=1[O:69][CH3:70], predict the reaction product. The product is: [Br:62][C:63]1[CH:64]=[C:65]([CH2:71][N:20]([CH2:19][C:10]2[C:11]([NH:12][CH:13]3[CH2:14][CH2:15][O:16][CH2:17][CH2:18]3)=[C:6]3[CH:5]=[N:4][N:3]([CH2:1][CH3:2])[C:7]3=[N:8][C:9]=2[CH2:29][CH3:30])[C:21]([C:23]2([C:26]([NH2:32])=[O:27])[CH2:24][CH2:25]2)=[O:22])[CH:66]=[CH:67][C:68]=1[O:69][CH3:70]. (10) Given the reactants [Br:1][C:2]1[CH:3]=[C:4]2[C:18](=[CH:19][CH:20]=1)[O:17][C:7]1([CH2:12][CH2:11][CH:10]([C:13]([CH3:16])([CH3:15])[CH3:14])[CH2:9][CH2:8]1)[CH2:6][C:5]2=[O:21].[Br-].[CH2:23]1COC[CH2:24]1, predict the reaction product. The product is: [Br:1][C:2]1[CH:3]=[C:4]2[C:18](=[CH:19][CH:20]=1)[O:17][C:7]1([CH2:12][CH2:11][CH:10]([C:13]([CH3:16])([CH3:14])[CH3:15])[CH2:9][CH2:8]1)[CH2:6][C:5]2([CH:23]=[CH2:24])[OH:21].